From a dataset of Reaction yield outcomes from USPTO patents with 853,638 reactions. Predict the reaction yield, written as a fraction of the theoretical maximum amount of product (1.0 means a 100% yield; for example, 0.34 means a 34% yield). (1) The reactants are Cl.[C:2]1([C:8]2([NH2:11])[CH2:10][CH2:9]2)[CH:7]=[CH:6][CH:5]=[CH:4][CH:3]=1.CN(C(ON1N=NC2C=CC=NC1=2)=[N+](C)C)C.F[P-](F)(F)(F)(F)F.CCN(C(C)C)C(C)C.[F:45][C:46]1[CH:51]=[CH:50][C:49]([C:52]2[O:53][C:54]3[CH:64]=[C:63]([N:65]([CH2:70][CH2:71][OH:72])[S:66]([CH3:69])(=[O:68])=[O:67])[C:62]([C:73]4[CH:74]=[C:75]([CH:79]=[CH:80][CH:81]=4)[C:76](O)=[O:77])=[CH:61][C:55]=3[C:56]=2[C:57](=[O:60])[NH:58][CH3:59])=[CH:48][CH:47]=1. The catalyst is CN(C=O)C.CCOC(C)=O. The product is [F:45][C:46]1[CH:51]=[CH:50][C:49]([C:52]2[O:53][C:54]3[CH:64]=[C:63]([N:65]([CH2:70][CH2:71][OH:72])[S:66]([CH3:69])(=[O:68])=[O:67])[C:62]([C:73]4[CH:81]=[CH:80][CH:79]=[C:75]([C:76](=[O:77])[NH:11][C:8]5([C:2]6[CH:7]=[CH:6][CH:5]=[CH:4][CH:3]=6)[CH2:10][CH2:9]5)[CH:74]=4)=[CH:61][C:55]=3[C:56]=2[C:57]([NH:58][CH3:59])=[O:60])=[CH:48][CH:47]=1. The yield is 0.440. (2) The catalyst is C1COCC1. The product is [Cl:1][C:2]1[C:11]2[C:6](=[C:7]([S:30][CH2:27][CH2:28][CH3:29])[C:8]([F:12])=[CH:9][CH:10]=2)[CH:5]=[CH:4][N:3]=1. The yield is 0.360. The reactants are [Cl:1][C:2]1[C:11]2[C:6](=[CH:7][C:8]([F:12])=[CH:9][CH:10]=2)[CH:5]=[CH:4][N:3]=1.[Li+].CC([N-]C(C)C)C.C1CCCCC1.[CH2:27]([S:30][S:30][CH2:27][CH2:28][CH3:29])[CH2:28][CH3:29]. (3) The reactants are [Cl:1][C:2]1[C:3]([O:12][C:13]2[CH:18]=[C:17]([O:19][CH2:20][CH2:21][O:22][CH3:23])[CH:16]=[CH:15][C:14]=2/[CH:24]=[CH:25]/[C:26]([OH:28])=O)=[N:4][CH:5]=[C:6]([C:8]([F:11])([F:10])[F:9])[CH:7]=1.C(#N)C.[CH2:32]([S:37]([NH2:40])(=[O:39])=[O:38])[CH2:33][CH2:34][CH2:35][CH3:36].Cl. The catalyst is CN(C)C1C=CN=CC=1.C(OCC)(=O)C.CCCCCC.O. The product is [Cl:1][C:2]1[C:3]([O:12][C:13]2[CH:18]=[C:17]([O:19][CH2:20][CH2:21][O:22][CH3:23])[CH:16]=[CH:15][C:14]=2/[CH:24]=[CH:25]/[C:26]([NH:40][S:37]([CH2:32][CH2:33][CH2:34][CH2:35][CH3:36])(=[O:39])=[O:38])=[O:28])=[N:4][CH:5]=[C:6]([C:8]([F:9])([F:10])[F:11])[CH:7]=1. The yield is 0.620. (4) The yield is 0.650. The product is [NH:10]1[C:5]2[CH:4]=[CH:3][NH:13][C:6]=2[C:7](=[O:12])[NH:8][C:9]1=[O:11]. The reactants are CN(C)/[CH:3]=[CH:4]/[C:5]1[NH:10][C:9](=[O:11])[NH:8][C:7](=[O:12])[C:6]=1[N+:13]([O-])=O. The catalyst is C(O)(=O)C.[Zn]. (5) The product is [CH2:18]([NH:25][C:15]([C:14]1[C:10]2[C:9]3[CH:8]=[CH:7][CH:6]=[CH:5][C:4]=3[NH:3][C:2](=[O:1])[C:11]=2[NH:12][CH:13]=1)=[O:17])[C:19]1[CH:24]=[CH:23][CH:22]=[CH:21][CH:20]=1. No catalyst specified. The reactants are [O:1]=[C:2]1[C:11]2[NH:12][CH:13]=[C:14]([C:15]([OH:17])=O)[C:10]=2[C:9]2[CH:8]=[CH:7][CH:6]=[CH:5][C:4]=2[NH:3]1.[CH2:18]([NH2:25])[C:19]1[CH:24]=[CH:23][CH:22]=[CH:21][CH:20]=1. The yield is 0.0800. (6) The catalyst is C(Cl)Cl. The reactants are [C:1]([O:5][C:6]([N:8]1[CH2:13][CH2:12][N:11]([C:14]2[C:19](Cl)=[N:18][CH:17]=[CH:16][N:15]=2)[CH2:10][CH2:9]1)=[O:7])([CH3:4])([CH3:3])[CH3:2].[NH:21]1[CH2:26][CH2:25][CH2:24][CH2:23][CH2:22]1.[OH-].[Na+]. The product is [C:1]([O:5][C:6]([N:8]1[CH2:13][CH2:12][N:11]([C:14]2[C:19]([N:21]3[CH2:26][CH2:25][CH2:24][CH2:23][CH2:22]3)=[N:18][CH:17]=[CH:16][N:15]=2)[CH2:10][CH2:9]1)=[O:7])([CH3:4])([CH3:3])[CH3:2]. The yield is 0.990. (7) The reactants are C([O:3][C:4](=O)[C:5]([OH:23])([C:19]([F:22])([F:21])[F:20])[CH2:6][C:7]([C:10]1[CH:15]=[C:14]([F:16])[CH:13]=[CH:12][C:11]=1[O:17][CH3:18])([CH3:9])[CH3:8])C.[H-].[Al+3].[Li+].[H-].[H-].[H-]. The catalyst is C1COCC1. The product is [F:16][C:14]1[CH:13]=[CH:12][C:11]([O:17][CH3:18])=[C:10]([C:7]([CH3:9])([CH3:8])[CH2:6][C:5]([C:19]([F:21])([F:22])[F:20])([OH:23])[CH2:4][OH:3])[CH:15]=1. The yield is 0.920.